From a dataset of Reaction yield outcomes from USPTO patents with 853,638 reactions. Predict the reaction yield, written as a fraction of the theoretical maximum amount of product (1.0 means a 100% yield; for example, 0.34 means a 34% yield). (1) The reactants are [C:1]1([C:7]2[C:11]3[CH2:12][NH:13][CH2:14][CH2:15][C:10]=3[NH:9][N:8]=2)[CH:6]=[CH:5][CH:4]=[CH:3][CH:2]=1.[C:16]1([OH:22])[CH:21]=[CH:20][CH:19]=[CH:18][CH:17]=1.C1N=CN([C:28](N2C=NC=C2)=[O:29])C=1.O. The catalyst is C(Cl)Cl. The product is [C:16]1([O:22][C:28]([N:13]2[CH2:14][CH2:15][C:10]3[NH:9][N:8]=[C:7]([C:1]4[CH:2]=[CH:3][CH:4]=[CH:5][CH:6]=4)[C:11]=3[CH2:12]2)=[O:29])[CH:21]=[CH:20][CH:19]=[CH:18][CH:17]=1. The yield is 0.316. (2) The reactants are [Br:1][C:2]1[CH:18]=[CH:17][C:5]([C:6]([C@H:8]2[CH2:13][CH2:12][CH2:11][CH2:10][C@H:9]2[C:14]([OH:16])=[O:15])=[O:7])=[CH:4][CH:3]=1.[CH3:19]OC(OC)(C)C.Cl. The catalyst is CO. The product is [Br:1][C:2]1[CH:3]=[CH:4][C:5]([C:6]([C@H:8]2[CH2:13][CH2:12][CH2:11][CH2:10][C@H:9]2[C:14]([O:16][CH3:19])=[O:15])=[O:7])=[CH:17][CH:18]=1. The yield is 0.420. (3) The reactants are [F:1][C:2]1[CH:10]=[CH:9][CH:8]=[C:7]2[C:3]=1[CH:4]=[CH:5][NH:6]2.[CH3:11][C:12]([O:15][C:16](O[C:16]([O:15][C:12]([CH3:14])([CH3:13])[CH3:11])=[O:17])=[O:17])([CH3:14])[CH3:13]. The catalyst is CN(C1C=CN=CC=1)C.C1COCC1. The product is [F:1][C:2]1[CH:10]=[CH:9][CH:8]=[C:7]2[C:3]=1[CH:4]=[CH:5][N:6]2[C:16]([O:15][C:12]([CH3:14])([CH3:13])[CH3:11])=[O:17]. The yield is 0.960. (4) The yield is 0.990. The catalyst is C(Cl)(Cl)Cl. The product is [OH:2][C:3]1[CH:12]=[CH:11][C:10]2[C:5](=[CH:6][CH:7]=[C:8]([O:13][CH3:14])[CH:9]=2)[C:4]=1[C:15]([C:17]1[CH:22]=[CH:21][C:20]([O:23][CH2:24][CH2:25][N:26]2[CH2:31][CH2:30][CH2:29][CH2:28][CH2:27]2)=[CH:19][CH:18]=1)=[O:16]. The reactants are C[O:2][C:3]1[CH:12]=[CH:11][C:10]2[C:5](=[CH:6][CH:7]=[C:8]([O:13][CH3:14])[CH:9]=2)[C:4]=1[C:15]([C:17]1[CH:22]=[CH:21][C:20]([O:23][CH2:24][CH2:25][N:26]2[CH2:31][CH2:30][CH2:29][CH2:28][CH2:27]2)=[CH:19][CH:18]=1)=[O:16].B(Cl)(Cl)Cl.C(=O)(O)[O-].[Na+]. (5) The reactants are [CH:1]1([CH:4]([NH:6][CH2:7][C:8]2C=C[CH:11]=[C:10](F)[CH:9]=2)[CH3:5])[CH2:3][CH2:2]1.[O:15]1C=CC=C1C=O.C(O[BH-](OC(=O)C)OC(=O)C)(=O)C.[Na+]. The catalyst is CO. The product is [CH:1]1([CH:4]([NH:6][CH2:7][C:8]2[O:15][CH:11]=[CH:10][CH:9]=2)[CH3:5])[CH2:3][CH2:2]1. The yield is 0.700. (6) The yield is 0.715. The catalyst is O1CCCC1. The reactants are [Cl:1][C:2]1[CH:3]=[C:4]([NH:17][C:18]2[C:27]3[C:22](=[CH:23][CH:24]=[C:25]([C:28]4[S:29][C:30]([CH:33]=O)=[CH:31][CH:32]=4)[CH:26]=3)[N:21]=[CH:20][N:19]=2)[CH:5]=[CH:6][C:7]=1[O:8][CH2:9][C:10]1[CH:15]=[CH:14][CH:13]=[C:12]([F:16])[CH:11]=1.[NH:35]1[CH2:40][CH2:39][O:38][CH2:37][CH2:36]1.C(O[BH-](OC(=O)C)OC(=O)C)(=O)C.[Na+].C(=O)([O-])[O-].[Na+].[Na+]. The product is [Cl:1][C:2]1[CH:3]=[C:4]([NH:17][C:18]2[C:27]3[C:22](=[CH:23][CH:24]=[C:25]([C:28]4[S:29][C:30]([CH2:33][N:35]5[CH2:40][CH2:39][O:38][CH2:37][CH2:36]5)=[CH:31][CH:32]=4)[CH:26]=3)[N:21]=[CH:20][N:19]=2)[CH:5]=[CH:6][C:7]=1[O:8][CH2:9][C:10]1[CH:15]=[CH:14][CH:13]=[C:12]([F:16])[CH:11]=1. (7) The reactants are CC1C=CN=CC=1N1CCNC1=O.[CH3:14][O:15][C:16](=[O:24])[C:17]1[CH:22]=[CH:21][C:20](Br)=[CH:19][CH:18]=1.N[C@@H]1CCCC[C@H]1N.C(=O)([O-])[O-].[K+].[K+]. The catalyst is [Cu](I)I.O1CCOCC1. The product is [CH3:14][O:15][C:16](=[O:24])[C:17]1[CH:22]=[CH:21][CH:20]=[CH:19][CH:18]=1. The yield is 0.916. (8) The reactants are C([O:5][C:6](=[O:34])[C:7]1[CH:12]=[CH:11][C:10]([CH2:13][N:14]2[CH:23]=[CH:22][C:21]3[C:16](=[CH:17][C:18]([C:24]#[C:25][CH2:26][C:27]4[CH:32]=[CH:31][CH:30]=[CH:29][CH:28]=4)=[CH:19][CH:20]=3)[C:15]2=[O:33])=[CH:9][CH:8]=1)(C)(C)C.FC(F)(F)C(O)=O. No catalyst specified. The product is [O:33]=[C:15]1[C:16]2[C:21](=[CH:20][CH:19]=[C:18]([C:24]#[C:25][CH2:26][C:27]3[CH:32]=[CH:31][CH:30]=[CH:29][CH:28]=3)[CH:17]=2)[CH:22]=[CH:23][N:14]1[CH2:13][C:10]1[CH:9]=[CH:8][C:7]([C:6]([OH:34])=[O:5])=[CH:12][CH:11]=1. The yield is 0.114. (9) The reactants are Br[C:2]1[CH:27]=[N:26][C:5]2[N:6]=[C:7]([N:13]3[CH2:16][CH:15]([N:17]([CH3:25])[C:18](=[O:24])[O:19][C:20]([CH3:23])([CH3:22])[CH3:21])[CH2:14]3)[C:8]3[N:9]([CH:10]=[N:11][N:12]=3)[C:4]=2[CH:3]=1.[Si:28]([C:32]#[CH:33])([CH3:31])([CH3:30])[CH3:29].CN(C=O)C.C(Cl)Cl. The catalyst is [Cu]I.CO.O. The product is [CH3:25][N:17]([CH:15]1[CH2:16][N:13]([C:7]2[C:8]3[N:9]([CH:10]=[N:11][N:12]=3)[C:4]3[CH:3]=[C:2]([C:33]#[C:32][Si:28]([CH3:31])([CH3:30])[CH3:29])[CH:27]=[N:26][C:5]=3[N:6]=2)[CH2:14]1)[C:18](=[O:24])[O:19][C:20]([CH3:23])([CH3:22])[CH3:21]. The yield is 0.960. (10) The reactants are [CH2:1]([O:8][C:9]([N:11]1[CH2:15][C@H:14]([F:16])[C@H:13]2[O:17][CH2:18][C@H:19]([OH:20])[C@@H:12]12)=[O:10])[C:2]1[CH:7]=[CH:6][CH:5]=[CH:4][CH:3]=1.CC(OI1(OC(C)=O)(OC(C)=O)OC(=O)C2C=CC=CC1=2)=O. The catalyst is C(Cl)Cl. The product is [CH2:1]([O:8][C:9]([N:11]1[CH2:15][C@H:14]([F:16])[C@H:13]2[O:17][CH2:18][C:19](=[O:20])[C@@H:12]12)=[O:10])[C:2]1[CH:3]=[CH:4][CH:5]=[CH:6][CH:7]=1. The yield is 0.920.